This data is from Full USPTO retrosynthesis dataset with 1.9M reactions from patents (1976-2016). The task is: Predict the reactants needed to synthesize the given product. (1) The reactants are: [C:1]([O:5][C:6]([N:8]1[CH2:13][CH2:12][CH:11]([NH2:14])[CH2:10][CH2:9]1)=[O:7])([CH3:4])([CH3:3])[CH3:2].[F:15][C:16]1[CH:23]=[CH:22][C:21]([N+:24]([O-:26])=[O:25])=[CH:20][C:17]=1[CH:18]=O.[BH4-].[Na+].C(O)(=O)C. Given the product [C:1]([O:5][C:6]([N:8]1[CH2:13][CH2:12][CH:11]([NH:14][CH2:18][C:17]2[CH:20]=[C:21]([N+:24]([O-:26])=[O:25])[CH:22]=[CH:23][C:16]=2[F:15])[CH2:10][CH2:9]1)=[O:7])([CH3:4])([CH3:2])[CH3:3], predict the reactants needed to synthesize it. (2) Given the product [CH3:2][O:3][C:4]1[CH:5]=[C:6]([C:12]2[C:13]([CH3:25])([CH3:24])[C:14](=[O:23])[N:15]([CH:17]3[CH2:22][CH2:21][N:20]([C:33](=[O:34])[CH2:32][N:28]4[CH2:29][CH2:30][CH2:31][C:27]4=[O:26])[CH2:19][CH2:18]3)[N:16]=2)[CH:7]=[CH:8][C:9]=1[O:10][CH3:11], predict the reactants needed to synthesize it. The reactants are: Cl.[CH3:2][O:3][C:4]1[CH:5]=[C:6]([C:12]2[C:13]([CH3:25])([CH3:24])[C:14](=[O:23])[N:15]([CH:17]3[CH2:22][CH2:21][NH:20][CH2:19][CH2:18]3)[N:16]=2)[CH:7]=[CH:8][C:9]=1[O:10][CH3:11].[O:26]=[C:27]1[CH2:31][CH2:30][CH2:29][N:28]1[CH2:32][C:33](Cl)=[O:34].C(N(CC)CC)C. (3) Given the product [O:6]1[C:10]2[CH:11]=[CH:12][C:13]([CH2:15][S:16][C:17]3[N:18]4[C:24]([C:25]5[CH:30]=[CH:29][CH:28]=[CH:27][CH:26]=5)=[C:23]([CH:37]([C:36]5[CH:39]=[CH:40][C:33]([F:32])=[CH:34][CH:35]=5)[OH:38])[S:22][C:19]4=[N:20][N:21]=3)=[CH:14][C:9]=2[O:8][CH2:7]1, predict the reactants needed to synthesize it. The reactants are: [Li]CCCC.[O:6]1[C:10]2[CH:11]=[CH:12][C:13]([CH2:15][S:16][C:17]3[N:18]4[C:24]([C:25]5[CH:30]=[CH:29][CH:28]=[CH:27][CH:26]=5)=[C:23](Br)[S:22][C:19]4=[N:20][N:21]=3)=[CH:14][C:9]=2[O:8][CH2:7]1.[F:32][C:33]1[CH:40]=[CH:39][C:36]([CH:37]=[O:38])=[CH:35][CH:34]=1. (4) Given the product [CH3:1][O:2][CH2:3][CH2:4][O:5][C:6]1[CH:7]=[CH:8][C:9]([C:12]2[CH:17]=[CH:16][C:15]([C:18]3([NH:21][C:22]([NH:24][C:25]4([CH3:34])[CH:30]5[CH2:29][CH2:28][N:27]([CH2:32][CH2:31]5)[CH2:26]4)=[O:23])[CH2:19][CH2:20]3)=[CH:14][CH:13]=2)=[CH:10][CH:11]=1, predict the reactants needed to synthesize it. The reactants are: [CH3:1][O:2][CH2:3][CH2:4][O:5][C:6]1[CH:11]=[CH:10][C:9]([C:12]2[CH:17]=[CH:16][C:15]([C:18]3([NH:21][C:22]([NH:24][CH:25]4[CH:30]5[CH2:31][CH2:32][N:27]([CH2:28][CH2:29]5)[CH2:26]4)=[O:23])[CH2:20][CH2:19]3)=[CH:14][CH:13]=2)=[CH:8][CH:7]=1.N12CCC(CC1)N(C(N1CCN(C3C=CC=CC=3)CC1)=O)C[CH2:34]2. (5) Given the product [Cl:1][C:2]1[C:3](=[O:25])[N:4]([CH3:24])[CH:5]=[C:6]([C:9]([N:11]2[CH2:16][CH2:15][CH:14]([C:17]3[CH:22]=[CH:21][C:20]([F:23])=[CH:19][CH:18]=3)[CH2:13][CH2:12]2)=[O:10])[C:7]=1[NH:32][C:31]1[CH:33]=[C:27]([Cl:26])[CH:28]=[CH:29][C:30]=1[CH3:34], predict the reactants needed to synthesize it. The reactants are: [Cl:1][C:2]1[C:3](=[O:25])[N:4]([CH3:24])[CH:5]=[C:6]([C:9]([N:11]2[CH2:16][CH2:15][CH:14]([C:17]3[CH:22]=[CH:21][C:20]([F:23])=[CH:19][CH:18]=3)[CH2:13][CH2:12]2)=[O:10])[C:7]=1Cl.[Cl:26][C:27]1[CH:28]=[CH:29][C:30]([CH3:34])=[C:31]([CH:33]=1)[NH2:32]. (6) The reactants are: [N+:1]([C:4]1[CH:5]=[C:6]([N:10]2[CH:14]=[C:13]([C:15]([OH:17])=O)[N:12]=[CH:11]2)[CH:7]=[CH:8][CH:9]=1)([O-:3])=[O:2].Cl.[CH3:19][NH:20][CH3:21].C(NC(C)C)(C)C.ON1C2N=CC=CC=2N=N1.Cl.CN(C)CCCN=C=NCC. Given the product [CH3:19][N:20]([CH3:21])[C:15]([C:13]1[N:12]=[CH:11][N:10]([C:6]2[CH:7]=[CH:8][CH:9]=[C:4]([N+:1]([O-:3])=[O:2])[CH:5]=2)[CH:14]=1)=[O:17], predict the reactants needed to synthesize it.